From a dataset of Peptide-MHC class I binding affinity with 185,985 pairs from IEDB/IMGT. Regression. Given a peptide amino acid sequence and an MHC pseudo amino acid sequence, predict their binding affinity value. This is MHC class I binding data. (1) The peptide sequence is FMWTNCRGEFL. The MHC is Mamu-A11 with pseudo-sequence Mamu-A11. The binding affinity (normalized) is 0.296. (2) The peptide sequence is FMPEWANF. The MHC is H-2-Db with pseudo-sequence H-2-Db. The binding affinity (normalized) is 0.0905. (3) The peptide sequence is RVRDNMTKK. The MHC is HLA-B08:01 with pseudo-sequence HLA-B08:01. The binding affinity (normalized) is 0.0847. (4) The peptide sequence is KAVYNLATC. The MHC is H-2-Db with pseudo-sequence H-2-Db. The binding affinity (normalized) is 0.123. (5) The peptide sequence is DYIYLPLLK. The MHC is HLA-A02:02 with pseudo-sequence HLA-A02:02. The binding affinity (normalized) is 0.0659.